Dataset: Catalyst prediction with 721,799 reactions and 888 catalyst types from USPTO. Task: Predict which catalyst facilitates the given reaction. (1) Reactant: C(OC([N:8]1[CH2:13][CH2:12][CH:11]([NH:14][C:15]2[CH:20]=[CH:19][C:18]([S:21]([CH3:24])(=[O:23])=[O:22])=[CH:17][N:16]=2)[CH2:10][CH2:9]1)=O)(C)(C)C.Cl.O1CCOCC1.C(=O)([O-])[O-].[K+].[K+]. Product: [CH3:24][S:21]([C:18]1[CH:19]=[CH:20][C:15]([NH:14][CH:11]2[CH2:12][CH2:13][NH:8][CH2:9][CH2:10]2)=[N:16][CH:17]=1)(=[O:22])=[O:23]. The catalyst class is: 8. (2) Reactant: [C:1]1([CH2:7][CH2:8][CH2:9][CH:10]([NH:20][C:21]([CH:23]2[CH2:28][CH2:27][N:26]([CH3:29])[CH2:25][CH2:24]2)=[O:22])[CH2:11][CH2:12][CH2:13][C:14]2[CH:19]=[CH:18][CH:17]=[CH:16][CH:15]=2)[CH:6]=[CH:5][CH:4]=[CH:3][CH:2]=1.[O:30]1[CH2:32][C@@H:31]1[CH2:33][O:34][C:35]1[CH:44]=[CH:43][CH:42]=[C:41]2[C:36]=1[CH:37]=[CH:38][CH:39]=[N:40]2. Product: [C:1]1([CH2:7][CH2:8][CH2:9][CH:10]([NH:20][C:21]([CH:23]2[CH2:28][CH2:27][N:26]([CH2:29][CH2:32][C@@H:31]([OH:30])[CH2:33][O:34][C:35]3[CH:44]=[CH:43][CH:42]=[C:41]4[C:36]=3[CH:37]=[CH:38][CH:39]=[N:40]4)[CH2:25][CH2:24]2)=[O:22])[CH2:11][CH2:12][CH2:13][C:14]2[CH:15]=[CH:16][CH:17]=[CH:18][CH:19]=2)[CH:2]=[CH:3][CH:4]=[CH:5][CH:6]=1. The catalyst class is: 32. (3) Reactant: [CH3:1][O:2][C:3]1[CH:4]=[C:5]2[C:10](=[CH:11][CH:12]=1)[CH:9]=[C:8]([C:13]1[C:21]3[C:16](=[CH:17][CH:18]=[C:19]([C:22]#[N:23])[CH:20]=3)[NH:15][N:14]=1)[CH:7]=[CH:6]2.[OH:24]O.[OH-].[Na+].Cl. Product: [CH3:1][O:2][C:3]1[CH:4]=[C:5]2[C:10](=[CH:11][CH:12]=1)[CH:9]=[C:8]([C:13]1[C:21]3[C:16](=[CH:17][CH:18]=[C:19]([C:22]([NH2:23])=[O:24])[CH:20]=3)[NH:15][N:14]=1)[CH:7]=[CH:6]2. The catalyst class is: 97.